This data is from Full USPTO retrosynthesis dataset with 1.9M reactions from patents (1976-2016). The task is: Predict the reactants needed to synthesize the given product. (1) Given the product [Cl:1][C:2]1[CH:3]=[CH:4][C:5]([C:8]2[C:9]([CH2:12][CH3:13])=[C:10]([NH2:11])[NH:16][N:15]=2)=[CH:6][CH:7]=1, predict the reactants needed to synthesize it. The reactants are: [Cl:1][C:2]1[CH:7]=[CH:6][C:5]([C:8](=O)[CH:9]([CH2:12][CH3:13])[C:10]#[N:11])=[CH:4][CH:3]=1.[NH2:15][NH2:16]. (2) Given the product [Cl:1][C:2]1[N:6]([CH2:11][CH:12]([CH3:14])[CH3:13])[C:5]2[CH:7]=[CH:8][CH:9]=[CH:10][C:4]=2[N:3]=1, predict the reactants needed to synthesize it. The reactants are: [Cl:1][C:2]1[NH:3][C:4]2[CH:10]=[CH:9][CH:8]=[CH:7][C:5]=2[N:6]=1.[CH2:11](I)[CH:12]([CH3:14])[CH3:13]. (3) Given the product [CH:1]1[CH:2]=[CH:3][C:4]2[N:12]=[CH:10][NH:9][C:7](=[O:8])[C:5]=2[CH:6]=1, predict the reactants needed to synthesize it. The reactants are: [CH:1]1[CH:6]=[C:5]2[C:7]([NH:9][C:10]([NH:12][C:4]2=[CH:3][CH:2]=1)=O)=[O:8].CN(C)C1C=CC=CC=1. (4) Given the product [C:1]([O:5][C:6](=[O:23])[NH:7][CH2:8][CH:9]1[CH2:11][C:10]1([C:12]1[CH:17]=[CH:16][C:15]([Cl:18])=[C:14]([Cl:19])[CH:13]=1)[CH:20]([OH:22])[CH3:21])([CH3:2])([CH3:3])[CH3:4], predict the reactants needed to synthesize it. The reactants are: [C:1]([O:5][C:6](=[O:23])[NH:7][CH2:8][CH:9]1[CH2:11][C:10]1([C:20](=[O:22])[CH3:21])[C:12]1[CH:17]=[CH:16][C:15]([Cl:18])=[C:14]([Cl:19])[CH:13]=1)([CH3:4])([CH3:3])[CH3:2].[BH4-].[K+]. (5) Given the product [CH2:20]([NH:27][C:8]1[C:9](=[O:10])[N:5]([C:1]([CH3:4])([CH3:3])[CH3:2])[S:6](=[O:19])(=[O:18])[C:7]=1[C:12]1[CH:17]=[CH:16][CH:15]=[CH:14][CH:13]=1)[C:21]1[CH:26]=[CH:25][CH:24]=[CH:23][CH:22]=1, predict the reactants needed to synthesize it. The reactants are: [C:1]([N:5]1[C:9](=[O:10])[C:8](Cl)=[C:7]([C:12]2[CH:17]=[CH:16][CH:15]=[CH:14][CH:13]=2)[S:6]1(=[O:19])=[O:18])([CH3:4])([CH3:3])[CH3:2].[CH2:20]([NH2:27])[C:21]1[CH:26]=[CH:25][CH:24]=[CH:23][CH:22]=1.CCOC(C)=O. (6) Given the product [C:22]([C:19]1[CH:18]=[CH:17][C:16]([C:8]2[C:7](=[O:24])[N:6]([CH2:5][C:4]([OH:25])=[O:3])[C:10]3([CH2:15][CH2:14][CH2:13][CH2:12][CH2:11]3)[N:9]=2)=[CH:21][CH:20]=1)#[N:23], predict the reactants needed to synthesize it. The reactants are: C([O:3][C:4](=[O:25])[CH2:5][N:6]1[C:10]2([CH2:15][CH2:14][CH2:13][CH2:12][CH2:11]2)[N:9]=[C:8]([C:16]2[CH:21]=[CH:20][C:19]([C:22]#[N:23])=[CH:18][CH:17]=2)[C:7]1=[O:24])C.[OH-].[Na+]. (7) The reactants are: [N+:1]([C:4]1[CH:16]=[CH:15][C:7]([CH2:8][CH2:9][N:10]2[CH2:14][CH2:13][CH2:12][CH2:11]2)=[CH:6][CH:5]=1)([O-])=O. Given the product [N:10]1([CH2:9][CH2:8][C:7]2[CH:6]=[CH:5][C:4]([NH2:1])=[CH:16][CH:15]=2)[CH2:14][CH2:13][CH2:12][CH2:11]1, predict the reactants needed to synthesize it. (8) Given the product [F:1][C:2]1[C:3]2[NH:15][C:16](=[O:17])[N:8]([C:9]3[CH:14]=[CH:13][CH:12]=[CH:11][CH:10]=3)[C:4]=2[CH:5]=[CH:6][CH:7]=1, predict the reactants needed to synthesize it. The reactants are: [F:1][C:2]1[CH:7]=[CH:6][CH:5]=[C:4]([NH:8][C:9]2[CH:14]=[CH:13][CH:12]=[CH:11][CH:10]=2)[C:3]=1[NH2:15].[C:16](C1NC=CN=1)(C1NC=CN=1)=[O:17]. (9) Given the product [Cl:31][C:28]1[CH:27]=[CH:26][C:25]([C:23]2[O:24][C:18]3[N:17]=[CH:16][N:15]([C:12]4[CH:13]=[CH:14][C:9]([OH:8])=[C:10]([O:32][CH3:33])[CH:11]=4)[C:20](=[O:21])[C:19]=3[CH:22]=2)=[CH:30][CH:29]=1, predict the reactants needed to synthesize it. The reactants are: [Si]([O:8][C:9]1[CH:14]=[CH:13][C:12]([N:15]2[C:20](=[O:21])[C:19]3[CH:22]=[C:23]([C:25]4[CH:30]=[CH:29][C:28]([Cl:31])=[CH:27][CH:26]=4)[O:24][C:18]=3[N:17]=[CH:16]2)=[CH:11][C:10]=1[O:32][CH3:33])(C(C)(C)C)(C)C.CCCC[N+](CCCC)(CCCC)CCCC.[F-].Cl.